This data is from Full USPTO retrosynthesis dataset with 1.9M reactions from patents (1976-2016). The task is: Predict the reactants needed to synthesize the given product. (1) The reactants are: [F:1][C:2]1[CH:9]=[C:8]([F:10])[CH:7]=[CH:6][C:3]=1[CH:4]=O.ClC1C=[C:14](C=CC=1)[CH:15]=[O:16].[CH3:20][Si:21](N[Si:21]([CH3:23])([CH3:22])[CH3:20])([CH3:23])[CH3:22].C([Li])CCC.C[Si](Cl)(C)C.C([N:41](CC)CC)C.C(Cl)(=O)C. Given the product [F:1][C:2]1[CH:9]=[C:8]([F:10])[CH:7]=[CH:6][C:3]=1[CH:4]=[N:41][C:15]([O:14][Si:21]([CH3:23])([CH3:22])[CH3:20])=[CH2:16], predict the reactants needed to synthesize it. (2) Given the product [Br:1][C:2]1[CH:3]=[CH:4][C:5]([C:8]([OH:10])([CH3:11])[CH3:9])=[N:6][CH:7]=1, predict the reactants needed to synthesize it. The reactants are: [Br:1][C:2]1[CH:3]=[CH:4][C:5]([C:8](=[O:10])[CH3:9])=[N:6][CH:7]=1.[CH3:11][Mg+].[Br-]. (3) Given the product [F:1][C:2]([F:21])([F:20])[C:3]1[CH:8]=[CH:7][CH:6]=[CH:5][C:4]=1[C:9]([NH:14][C:13]1[N:15]=[CH:16][CH:17]=[CH:18][C:12]=1[C:11]([NH2:23])=[O:19])=[O:10], predict the reactants needed to synthesize it. The reactants are: [F:1][C:2]([F:21])([F:20])[C:3]1[CH:8]=[CH:7][CH:6]=[CH:5][C:4]=1[C:9]1[O:10][C:11](=[O:19])[C:12]2[CH:18]=[CH:17][CH:16]=[N:15][C:13]=2[N:14]=1.[OH-].[NH4+:23]. (4) Given the product [CH:1]([NH:4][C:5]([NH:29][C:24]1[CH:25]=[C:26]2[C:21](=[CH:22][CH:23]=1)[N:20]=[C:19]([NH:18][CH:16]1[C:17]3[C:13](=[CH:12][CH:11]=[CH:10][C:9]=3[O:8][CH3:7])[CH2:14][CH2:15]1)[CH:28]=[CH:27]2)=[O:6])([CH3:3])[CH3:2], predict the reactants needed to synthesize it. The reactants are: [CH:1]([N:4]=[C:5]=[O:6])([CH3:3])[CH3:2].[CH3:7][O:8][C:9]1[CH:10]=[CH:11][CH:12]=[C:13]2[C:17]=1[CH:16]([NH:18][C:19]1[CH:28]=[CH:27][C:26]3[C:21](=[CH:22][CH:23]=[C:24]([NH2:29])[CH:25]=3)[N:20]=1)[CH2:15][CH2:14]2. (5) Given the product [NH2:46][C:44]([C:39]1[CH:40]=[N:41][C:42]2[C:37]([C:38]=1[NH:1][C:4]1[CH:5]=[C:6]([CH:11]=[C:12]([NH:14][S:15]([C:18]([F:21])([F:20])[F:19])(=[O:17])=[O:16])[CH:13]=1)[C:7]([O:9][CH3:10])=[O:8])=[CH:36][CH:35]=[C:34]([C:29]1[C:30]([O:32][CH3:33])=[N:31][C:26]([O:25][CH3:24])=[N:27][CH:28]=1)[CH:43]=2)=[O:45], predict the reactants needed to synthesize it. The reactants are: [N+:1]([C:4]1[CH:5]=[C:6]([CH:11]=[C:12]([NH:14][S:15]([C:18]([F:21])([F:20])[F:19])(=[O:17])=[O:16])[CH:13]=1)[C:7]([O:9][CH3:10])=[O:8])([O-])=O.[H][H].[CH3:24][O:25][C:26]1[N:31]=[C:30]([O:32][CH3:33])[C:29]([C:34]2[CH:43]=[C:42]3[C:37]([C:38](Cl)=[C:39]([C:44]([NH2:46])=[O:45])[CH:40]=[N:41]3)=[CH:36][CH:35]=2)=[CH:28][N:27]=1. (6) Given the product [CH:1]1([NH:6][C:7]2[N:15]=[CH:14][N:13]=[C:12]3[C:8]=2[N:9]=[CH:10][N:11]3[C@H:16]2[C@H:20]([OH:21])[C@H:19]([OH:22])[C@@H:18]([CH2:23][C:24]#[C:25][C:28]3[CH:29]=[CH:30][CH:31]=[CH:32][C:27]=3[F:26])[O:17]2)[CH2:2][CH2:3][CH2:4][CH2:5]1, predict the reactants needed to synthesize it. The reactants are: [CH:1]1([NH:6][C:7]2[N:15]=[CH:14][N:13]=[C:12]3[C:8]=2[N:9]=[CH:10][N:11]3[C@H:16]2[CH:20]([OH:21])[C@H:19]([OH:22])[C@@H:18]([CH2:23][C:24]#[CH:25])[O:17]2)[CH2:5][CH2:4][CH2:3][CH2:2]1.[F:26][C:27]1[CH:32]=[CH:31][CH:30]=[CH:29][C:28]=1I.C1(NC2N=CN=C3C=2N=CN3[C@H]2[C@H](O)[C@H](O)[C@@H](C#C)O2)CCCC1.CCN(CC)CC. (7) The reactants are: Br[C:2]1[CH:3]=[C:4]2[C:10]([C:11]3[CH:12]=[N:13][N:14]([CH2:16][C:17]4[CH:22]=[CH:21][CH:20]=[C:19]([F:23])[CH:18]=4)[CH:15]=3)=[CH:9][N:8]([S:24]([C:27]3[CH:33]=[CH:32][C:30]([CH3:31])=[CH:29][CH:28]=3)(=[O:26])=[O:25])[C:5]2=[N:6][CH:7]=1.[CH3:34][S:35]([NH:38][C:39]1[CH:44]=[C:43](B2OC(C)(C)C(C)(C)O2)[CH:42]=[CH:41][C:40]=1[N:54]1[CH2:59][CH2:58][N:57]([CH2:60][C:61]([NH2:63])=[O:62])[CH2:56][CH2:55]1)(=[O:37])=[O:36].C(=O)([O-])[O-].[Na+].[Na+]. Given the product [F:23][C:19]1[CH:18]=[C:17]([CH:22]=[CH:21][CH:20]=1)[CH2:16][N:14]1[CH:15]=[C:11]([C:10]2[C:4]3[C:5](=[N:6][CH:7]=[C:2]([C:43]4[CH:42]=[CH:41][C:40]([N:54]5[CH2:55][CH2:56][N:57]([CH2:60][C:61]([NH2:63])=[O:62])[CH2:58][CH2:59]5)=[C:39]([NH:38][S:35]([CH3:34])(=[O:36])=[O:37])[CH:44]=4)[CH:3]=3)[N:8]([S:24]([C:27]3[CH:33]=[CH:32][C:30]([CH3:31])=[CH:29][CH:28]=3)(=[O:26])=[O:25])[CH:9]=2)[CH:12]=[N:13]1, predict the reactants needed to synthesize it. (8) Given the product [CH2:26]([O:25][C:23]([NH:1][C:2]1[CH:3]=[CH:4][C:5]([N:9]2[CH2:13][CH2:12][C@@H:11]([NH:14][C:15]([O:17][C:18]([CH3:21])([CH3:20])[CH3:19])=[O:16])[CH2:10]2)=[C:6]([F:8])[CH:7]=1)=[O:24])[CH3:27], predict the reactants needed to synthesize it. The reactants are: [NH2:1][C:2]1[CH:3]=[CH:4][C:5]([N:9]2[CH2:13][CH2:12][C@@H:11]([NH:14][C:15]([O:17][C:18]([CH3:21])([CH3:20])[CH3:19])=[O:16])[CH2:10]2)=[C:6]([F:8])[CH:7]=1.Cl[C:23]([O:25][CH2:26][CH3:27])=[O:24]. (9) The reactants are: [CH:1]([C:13]([O:15]C)=O)([C:9]([O:11]C)=O)[CH2:2][CH2:3][C:4]([O:6][CH2:7]C)=[O:5].[C:17]1(/[CH:23]=[CH:24]/[C:25](=[NH:27])[NH2:26])[CH:22]=[CH:21][CH:20]=[CH:19][CH:18]=1.C[O-].[Na+]. Given the product [OH:15][C:13]1[N:26]=[C:25](/[CH:24]=[CH:23]/[C:17]2[CH:22]=[CH:21][CH:20]=[CH:19][CH:18]=2)[NH:27][C:9](=[O:11])[C:1]=1[CH2:2][CH2:3][C:4]([O:6][CH3:7])=[O:5], predict the reactants needed to synthesize it. (10) Given the product [Cl:13][C:10]1[CH:11]=[CH:12][C:7]2[N:6]([CH3:14])[C:5](=[O:15])[CH2:4][N:3]=[C:2]([C:24]3[CH:23]=[N:22][CH:27]=[CH:26][CH:25]=3)[C:8]=2[CH:9]=1, predict the reactants needed to synthesize it. The reactants are: Cl[C:2]1[C:8]2[CH:9]=[C:10]([Cl:13])[CH:11]=[CH:12][C:7]=2[N:6]([CH3:14])[C:5](=[O:15])[CH2:4][N:3]=1.C([O-])([O-])=O.[Na+].[Na+].[N:22]1[CH:27]=[CH:26][CH:25]=[C:24](B(O)O)[CH:23]=1.